From a dataset of Forward reaction prediction with 1.9M reactions from USPTO patents (1976-2016). Predict the product of the given reaction. (1) Given the reactants [F:1][C:2]([F:18])([F:17])[C:3]1[CH:4]=[C:5]([CH2:13][C:14]([OH:16])=O)[CH:6]=[C:7]([C:9]([F:12])([F:11])[F:10])[CH:8]=1.[Cl:19][C:20]1[CH:21]=[C:22]([C@@:27]2([CH2:33][CH2:34][OH:35])[O:32][CH2:31][CH2:30][NH:29][CH2:28]2)[CH:23]=[CH:24][C:25]=1[Cl:26], predict the reaction product. The product is: [F:1][C:2]([F:18])([F:17])[C:3]1[CH:4]=[C:5]([CH2:13][C:14]([N:29]2[CH2:30][CH2:31][O:32][C@:27]([CH2:33][CH2:34][OH:35])([C:22]3[CH:23]=[CH:24][C:25]([Cl:26])=[C:20]([Cl:19])[CH:21]=3)[CH2:28]2)=[O:16])[CH:6]=[C:7]([C:9]([F:12])([F:11])[F:10])[CH:8]=1. (2) Given the reactants [CH:1]([S:4][C:5]1[S:6][C:7]([C:18]([O:20]CC)=[O:19])=[C:8]2[CH2:17][CH2:16][C:11]3[N:12]=[C:13]([CH3:15])[O:14][C:10]=3[C:9]=12)([CH3:3])[CH3:2].[OH-].[Na+].O.Cl, predict the reaction product. The product is: [CH:1]([S:4][C:5]1[S:6][C:7]([C:18]([OH:20])=[O:19])=[C:8]2[CH2:17][CH2:16][C:11]3[N:12]=[C:13]([CH3:15])[O:14][C:10]=3[C:9]=12)([CH3:3])[CH3:2]. (3) Given the reactants [CH2:1]1[C:4]2([CH2:7][NH:6][CH2:5]2)[CH2:3][O:2]1.[Br:8][C:9]1[CH:16]=[CH:15][C:12]([CH2:13]Br)=[CH:11][CH:10]=1.C(=O)([O-])[O-].[K+].[K+], predict the reaction product. The product is: [Br:8][C:9]1[CH:16]=[CH:15][C:12]([CH2:13][N:6]2[CH2:7][C:4]3([CH2:3][O:2][CH2:1]3)[CH2:5]2)=[CH:11][CH:10]=1.